Task: Predict the reaction yield, written as a fraction of the theoretical maximum amount of product (1.0 means a 100% yield; for example, 0.34 means a 34% yield).. Dataset: Reaction yield outcomes from USPTO patents with 853,638 reactions (1) The reactants are [CH:1]([C:4]1[CH:5]=[CH:6][C:7]([NH2:10])=[N:8][CH:9]=1)([CH3:3])[CH3:2].N#N.[Li][CH2:14]CCC.IC. The catalyst is C1COCC1.O. The product is [CH:1]([C:4]1[CH:5]=[CH:6][C:7]([NH:10][CH3:14])=[N:8][CH:9]=1)([CH3:3])[CH3:2]. The yield is 0.360. (2) The reactants are [Cl:1][C:2]1[CH:3]=[CH:4][C:5]([C:8]2[CH:13]=[CH:12][N:11]([C:14]3[CH:15]=[CH:16][C:17]4[C:18]5[CH2:27][NH:26][CH2:25][CH2:24][C:19]=5[N:20]([CH3:23])[C:21]=4[CH:22]=3)[C:10](=[O:28])[CH:9]=2)=[N:6][CH:7]=1.[C:29]1(N)C(F)=C(F)C(F)=C(N)C=1F.[ClH:41].Cl. No catalyst specified. The product is [ClH:1].[ClH:41].[Cl:1][C:2]1[CH:3]=[CH:4][C:5]([C:8]2[CH:13]=[CH:12][N:11]([C:14]3[CH:15]=[CH:16][C:17]4[C:18]5[CH2:27][N:26]([CH3:29])[CH2:25][CH2:24][C:19]=5[N:20]([CH3:23])[C:21]=4[CH:22]=3)[C:10](=[O:28])[CH:9]=2)=[N:6][CH:7]=1. The yield is 0.810. (3) The reactants are [N+:1]([C:4]1[CH:12]=[CH:11][C:7]2[N:8]=C[S:10][C:6]=2[CH:5]=1)([O-:3])=[O:2].O.NN. The catalyst is C(O)C. The product is [NH2:8][C:7]1[CH:11]=[CH:12][C:4]([N+:1]([O-:3])=[O:2])=[CH:5][C:6]=1[SH:10]. The yield is 0.840.